This data is from Catalyst prediction with 721,799 reactions and 888 catalyst types from USPTO. The task is: Predict which catalyst facilitates the given reaction. (1) Reactant: [CH:1]1([CH2:6][C@H:7]([N:24]2[CH2:32][C:31]3[C:26](=[CH:27][CH:28]=[CH:29][C:30]=3[C:33]([F:36])([F:35])[F:34])[C:25]2=[O:37])[C:8]([NH:10][C:11]2[CH:16]=[N:15][C:14]([C@H:17]3[CH2:21][O:20]C(C)(C)[O:18]3)=[CH:13][N:12]=2)=[O:9])[CH2:5][CH2:4][CH2:3][CH2:2]1.Cl.C(=O)(O)[O-].[Na+]. The catalyst class is: 7. Product: [CH:1]1([CH2:6][C@H:7]([N:24]2[CH2:32][C:31]3[C:26](=[CH:27][CH:28]=[CH:29][C:30]=3[C:33]([F:35])([F:36])[F:34])[C:25]2=[O:37])[C:8]([NH:10][C:11]2[CH:16]=[N:15][C:14]([C@H:17]([OH:18])[CH2:21][OH:20])=[CH:13][N:12]=2)=[O:9])[CH2:2][CH2:3][CH2:4][CH2:5]1. (2) Reactant: Cl.[CH2:2]1[C:10]2[C:5](=[CH:6][CH:7]=[CH:8][CH:9]=2)[CH2:4][CH:3]1CN.[CH3:13][O:14][C:15]([CH2:17][C@@H:18]([CH2:38][CH:39]([CH3:41])[CH3:40])[C:19]([NH:21][CH:22]([C:26]1[CH:31]=[CH:30][C:29]([C:32]2[CH:37]=[CH:36][CH:35]=[CH:34][CH:33]=2)=[CH:28][CH:27]=1)[C:23](O)=[O:24])=[O:20])=[O:16].C(Cl)CCl.C1C=CC2N(O)N=[N:52][C:50]=2C=1.CN1CCOCC1. Product: [CH2:4]1[C:5]2[C:10](=[CH:9][CH:8]=[CH:7][CH:6]=2)[CH2:2][CH:3]1[N:52]([CH3:50])[C:23]([CH:22]([C:26]1[CH:31]=[CH:30][C:29]([C:32]2[CH:37]=[CH:36][CH:35]=[CH:34][CH:33]=2)=[CH:28][CH:27]=1)[NH:21][C:19]([C@H:18]([CH2:38][CH:39]([CH3:41])[CH3:40])[CH2:17][C:15]([O:14][CH3:13])=[O:16])=[O:20])=[O:24]. The catalyst class is: 4. (3) Product: [N:1]1([CH2:6][CH2:7][O:8][C:9]2[CH:18]=[C:17]3[C:12]([C:13](=[O:19])/[C:14](=[CH:27]/[C:23]4[S:22][CH:26]=[CH:25][CH:24]=4)/[CH2:15][NH:16]3)=[CH:11][CH:10]=2)[CH:5]=[CH:4][N:3]=[CH:2]1. The catalyst class is: 88. Reactant: [N:1]1([CH2:6][CH2:7][O:8][C:9]2[CH:18]=[C:17]3[C:12]([C:13](=[O:19])[CH2:14][CH2:15][NH:16]3)=[CH:11][CH:10]=2)[CH:5]=[CH:4][N:3]=[CH:2]1.[OH-].[K+].[S:22]1[CH:26]=[CH:25][CH:24]=[C:23]1[CH:27]=O. (4) Reactant: [C:1]([C:5]1[CH:6]=[C:7]([C:16]2[N:20]([CH2:21][CH:22]3[CH2:27][CH2:26][CH2:25][CH2:24][CH2:23]3)[N:19]=[C:18]([C:28]([O:30][CH3:31])=[O:29])[N:17]=2)[CH:8]=[C:9]([CH3:15])[C:10]=1[O:11]COC)([CH3:4])([CH3:3])[CH3:2].Cl. Product: [C:1]([C:5]1[CH:6]=[C:7]([C:16]2[N:20]([CH2:21][CH:22]3[CH2:23][CH2:24][CH2:25][CH2:26][CH2:27]3)[N:19]=[C:18]([C:28]([O:30][CH3:31])=[O:29])[N:17]=2)[CH:8]=[C:9]([CH3:15])[C:10]=1[OH:11])([CH3:4])([CH3:2])[CH3:3]. The catalyst class is: 12. (5) Reactant: [C:1]([C:5]1[CH:6]=[C:7]([NH:18][C:19]([NH:21][C:22]2[C:31]3[C:26](=[CH:27][CH:28]=[CH:29][CH:30]=3)[C:25]([O:32][C:33]3[CH:38]=[CH:37][N:36]=[C:35](Cl)[N:34]=3)=[CH:24][CH:23]=2)=[O:20])[C:8]([O:16][CH3:17])=[C:9]([NH:11][S:12]([CH3:15])(=[O:14])=[O:13])[CH:10]=1)([CH3:4])([CH3:3])[CH3:2].[CH3:40][O:41][C:42]1[CH:43]=[C:44]([CH:46]=[C:47]([O:49][CH2:50][CH2:51][O:52][CH2:53][CH2:54][O:55][CH3:56])[CH:48]=1)[NH2:45]. Product: [C:1]([C:5]1[CH:6]=[C:7]([NH:18][C:19]([NH:21][C:22]2[C:31]3[C:26](=[CH:27][CH:28]=[CH:29][CH:30]=3)[C:25]([O:32][C:33]3[CH:38]=[CH:37][N:36]=[C:35]([NH:45][C:44]4[CH:46]=[C:47]([O:49][CH2:50][CH2:51][O:52][CH2:53][CH2:54][O:55][CH3:56])[CH:48]=[C:42]([O:41][CH3:40])[CH:43]=4)[N:34]=3)=[CH:24][CH:23]=2)=[O:20])[C:8]([O:16][CH3:17])=[C:9]([NH:11][S:12]([CH3:15])(=[O:14])=[O:13])[CH:10]=1)([CH3:4])([CH3:3])[CH3:2]. The catalyst class is: 1.